Binary Classification. Given a miRNA mature sequence and a target amino acid sequence, predict their likelihood of interaction. From a dataset of Experimentally validated miRNA-target interactions with 360,000+ pairs, plus equal number of negative samples. (1) The miRNA is hsa-miR-1260a with sequence AUCCCACCUCUGCCACCA. The protein sequence of the target gene is MSNAKERKHAKKMRNQPTNVTLSSGFVADRGVKHHSGGEKPFQAQKQEPHPGTSRQRQTRVNPHSLPDPEVNEQSSSKGMFRKKGGWKAGPEGTSQEIPKYITASTFAQARAAEISAMLKAVTQKSSNSLVFQTLPRHMRRRAMSHNVKRLPRRLQEIAQKEAEKAVHQKKEHSKNKCHKARRCHMNRTLEFNRRQKKNIWLETHIWHAKRFHMVKKWGYCLGERPTVKSHRACYRAMTNRCLLQDLSYYCCLELKGKEEEILKALSGMCNIDTGLTFAAVHCLSGKRQGSLVLYRVNKY.... Result: 0 (no interaction). (2) The miRNA is dme-miR-318-3p with sequence UCACUGGGCUUUGUUUAUCUCA. The protein sequence of the target gene is MLMPKKNRIAIYELLFKEGVMVAKKDVHMPKHPELADKNVPNLHVMKAMQSLKSRGYVKEQFAWRHFYWYLTNEGIQYLRDYLHLPPEIVPATLRRSRPETGRPRPKGLEGERPARLTRGEADRDTYRRSAVPPGADKKAEAGAGSATEFQFRGGFGRGRGQPPQ. Result: 0 (no interaction).